Dataset: Ames mutagenicity test results for genotoxicity prediction. Task: Regression/Classification. Given a drug SMILES string, predict its toxicity properties. Task type varies by dataset: regression for continuous values (e.g., LD50, hERG inhibition percentage) or binary classification for toxic/non-toxic outcomes (e.g., AMES mutagenicity, cardiotoxicity, hepatotoxicity). Dataset: ames. (1) The compound is C#C[C@@]1(O)CC[C@H]2[C@@H]3CCC4=CC(=O)CC[C@@H]4[C@H]3CC[C@@]21CC. The result is 0 (non-mutagenic). (2) The molecule is CCOC(=O)c1[nH]c2ccccc2c1/N=C/c1ccc([N+](=O)[O-])cc1. The result is 1 (mutagenic). (3) The compound is Cc1ccc2nc3c(ccc4ccccc43)c(C)c2c1. The result is 1 (mutagenic). (4) The compound is OCC(CO)(CO)CO. The result is 0 (non-mutagenic). (5) The drug is Cc1cccc2cc3ccc4ccccc4c3nc12. The result is 0 (non-mutagenic). (6) The molecule is Cc1nc2ccc3ccc4ccc(O)cc4c3c2o1. The result is 1 (mutagenic). (7) The compound is Cc1oc(=O)oc1CN1CCN(c2cc3c(cc2F)c(=O)c(C(=O)O)c2n3C(C)S2)CC1. The result is 0 (non-mutagenic). (8) The molecule is CCC(C)Nc1snc2ccccc12. The result is 0 (non-mutagenic).